The task is: Predict the reactants needed to synthesize the given product.. This data is from Full USPTO retrosynthesis dataset with 1.9M reactions from patents (1976-2016). The reactants are: [Br:1][C:2]1[C:3]([Cl:9])=[N:4][CH:5]=[C:6]([CH3:8])[CH:7]=1.[Br:10]N1C(=O)CCC1=O.C(OOC(=O)C1C=CC=CC=1)(=O)C1C=CC=CC=1. Given the product [Br:1][C:2]1[C:3]([Cl:9])=[N:4][CH:5]=[C:6]([CH2:8][Br:10])[CH:7]=1, predict the reactants needed to synthesize it.